This data is from NCI-60 drug combinations with 297,098 pairs across 59 cell lines. The task is: Regression. Given two drug SMILES strings and cell line genomic features, predict the synergy score measuring deviation from expected non-interaction effect. (1) Drug 1: CC(C)(C#N)C1=CC(=CC(=C1)CN2C=NC=N2)C(C)(C)C#N. Drug 2: CC=C1C(=O)NC(C(=O)OC2CC(=O)NC(C(=O)NC(CSSCCC=C2)C(=O)N1)C(C)C)C(C)C. Cell line: SR. Synergy scores: CSS=51.6, Synergy_ZIP=2.86, Synergy_Bliss=-0.629, Synergy_Loewe=-49.0, Synergy_HSA=-5.66. (2) Drug 1: CN1C(=O)N2C=NC(=C2N=N1)C(=O)N. Drug 2: CC=C1C(=O)NC(C(=O)OC2CC(=O)NC(C(=O)NC(CSSCCC=C2)C(=O)N1)C(C)C)C(C)C. Cell line: PC-3. Synergy scores: CSS=38.0, Synergy_ZIP=2.94, Synergy_Bliss=1.26, Synergy_Loewe=-48.4, Synergy_HSA=-1.48. (3) Drug 1: C1=NC2=C(N1)C(=S)N=CN2. Drug 2: CC(C)NC(=O)C1=CC=C(C=C1)CNNC.Cl. Cell line: HS 578T. Synergy scores: CSS=31.5, Synergy_ZIP=-7.02, Synergy_Bliss=-6.42, Synergy_Loewe=-36.0, Synergy_HSA=-7.28. (4) Drug 1: CCCCCOC(=O)NC1=NC(=O)N(C=C1F)C2C(C(C(O2)C)O)O. Drug 2: CNC(=O)C1=NC=CC(=C1)OC2=CC=C(C=C2)NC(=O)NC3=CC(=C(C=C3)Cl)C(F)(F)F. Cell line: IGROV1. Synergy scores: CSS=-2.12, Synergy_ZIP=0.698, Synergy_Bliss=-0.425, Synergy_Loewe=-3.00, Synergy_HSA=-2.72.